Dataset: Catalyst prediction with 721,799 reactions and 888 catalyst types from USPTO. Task: Predict which catalyst facilitates the given reaction. (1) Product: [NH2:19][C:10]1[C:9]2[N:8]=[C:7]([CH2:20][CH2:21][CH2:22][O:23][C:24]3[CH:25]=[CH:26][CH:27]=[CH:28][CH:29]=3)[N:6]([CH2:5][CH2:4][CH2:3][CH2:2][NH:1][C:36]([N:30]3[CH2:35][CH2:34][O:33][CH2:32][CH2:31]3)=[O:37])[C:18]=2[C:17]2[CH:16]=[CH:15][CH:14]=[CH:13][C:12]=2[N:11]=1. The catalyst class is: 17. Reactant: [NH2:1][CH2:2][CH2:3][CH2:4][CH2:5][N:6]1[C:18]2[C:17]3[CH:16]=[CH:15][CH:14]=[CH:13][C:12]=3[N:11]=[C:10]([NH2:19])[C:9]=2[N:8]=[C:7]1[CH2:20][CH2:21][CH2:22][O:23][C:24]1[CH:29]=[CH:28][CH:27]=[CH:26][CH:25]=1.[N:30]1([C:36](Cl)=[O:37])[CH2:35][CH2:34][O:33][CH2:32][CH2:31]1. (2) The catalyst class is: 2. Product: [CH3:31][S:32]([O:30][C@@H:16]1[C@H:14]2[N:15]=[C:11]([N:3]([C:4]([O:5][C:6]([CH3:9])([CH3:7])[CH3:8])=[O:10])[CH2:1][CH3:2])[S:12][C@H:13]2[O:19][C@@H:18]2[CH2:20][O:21][CH:22]([C:24]3[CH:25]=[CH:26][CH:27]=[CH:28][CH:29]=3)[O:23][C@@H:17]12)(=[O:34])=[O:33]. Reactant: [CH2:1]([N:3]([C:11]1[S:12][C@H:13]2[O:19][C@@H:18]3[CH2:20][O:21][CH:22]([C:24]4[CH:29]=[CH:28][CH:27]=[CH:26][CH:25]=4)[O:23][C@H:17]3[C@H:16]([OH:30])[C@H:14]2[N:15]=1)[C:4](=[O:10])[O:5][C:6]([CH3:9])([CH3:8])[CH3:7])[CH3:2].[CH3:31][S:32](Cl)(=[O:34])=[O:33].C(N(CC)CC)C.CCOC(C)=O. (3) Reactant: Cl.Cl.[NH:3]1[CH2:8][CH2:7][CH:6](/[CH:9]=[C:10]2/[C:11]([NH:16][CH2:17][C:18]#[CH:19])=[N:12][C:13](=[O:15])[S:14]/2)[CH2:5][CH2:4]1.[C:20]([C:24]1[CH:31]=[CH:30][CH:29]=[CH:28][C:25]=1[CH:26]=O)([CH3:23])([CH3:22])[CH3:21].C(O[BH-](OC(=O)C)OC(=O)C)(=O)C.[Na+].C(=O)([O-])O.[Na+]. Product: [C:20]([C:24]1[CH:31]=[CH:30][CH:29]=[CH:28][C:25]=1[CH2:26][N:3]1[CH2:8][CH2:7][CH:6](/[CH:9]=[C:10]2/[C:11]([NH:16][CH2:17][C:18]#[CH:19])=[N:12][C:13](=[O:15])[S:14]/2)[CH2:5][CH2:4]1)([CH3:23])([CH3:21])[CH3:22]. The catalyst class is: 338. (4) The catalyst class is: 556. Reactant: [CH2:1]1[CH:5]([CH2:6][CH2:7][CH2:8][CH2:9][C:10]([OH:12])=O)[S:4][S:3][CH2:2]1.ClC(OCC)=O.[CH:19]([NH2:22])([CH3:21])[CH3:20].[Zn:23]. Product: [Zn:23].[SH:4][CH:5]([CH2:1][CH2:2][SH:3])[CH2:6][CH2:7][CH2:8][CH2:9][C:10]([NH:22][CH:19]([CH3:21])[CH3:20])=[O:12]. (5) Reactant: [CH3:1][C:2]1[O:6][C:5]([C:7]([NH:9][C:10]([C:13]2[N:19]([CH3:20])[C:17](=[O:18])[C:16]([OH:21])=[C:15]([C:22]([NH:24][CH2:25][C:26]3[CH:27]=[CH:28][C:29]([F:32])=[CH:30][CH:31]=3)=[O:23])[N:14]=2)([CH3:12])[CH3:11])=[O:8])=[N:4][N:3]=1.[OH-].[K+:34]. Product: [CH3:1][C:2]1[O:6][C:5]([C:7]([NH:9][C:10]([C:13]2[N:19]([CH3:20])[C:17](=[O:18])[C:16]([O-:21])=[C:15]([C:22]([NH:24][CH2:25][C:26]3[CH:27]=[CH:28][C:29]([F:32])=[CH:30][CH:31]=3)=[O:23])[N:14]=2)([CH3:12])[CH3:11])=[O:8])=[N:4][N:3]=1.[K+:34]. The catalyst class is: 12. (6) Reactant: [F:1][C:2]1[CH:7]=[CH:6][C:5]([C:8]2[O:23][C:11]3[CH:12]=[C:13]([N+:20]([O-])=O)[C:14]4[O:18][CH:17]([CH3:19])[CH2:16][C:15]=4[C:10]=3[C:9]=2[C:24]([NH:26][CH3:27])=[O:25])=[CH:4][CH:3]=1. Product: [NH2:20][C:13]1[C:14]2[O:18][CH:17]([CH3:19])[CH2:16][C:15]=2[C:10]2[C:9]([C:24]([NH:26][CH3:27])=[O:25])=[C:8]([C:5]3[CH:4]=[CH:3][C:2]([F:1])=[CH:7][CH:6]=3)[O:23][C:11]=2[CH:12]=1. The catalyst class is: 99. (7) Reactant: [CH3:1][C:2]1[CH:10]=[C:9]([N+:11]([O-:13])=[O:12])[C:8]2[CH2:7][CH2:6][CH2:5][C:4]=2[C:3]=1[OH:14].C1N2CCN(CC2)C1.[CH3:23][N:24]([CH3:28])[C:25](Cl)=[S:26].O. Product: [CH3:23][N:24]([CH3:28])[C:25](=[S:26])[O:14][C:3]1[C:2]([CH3:1])=[CH:10][C:9]([N+:11]([O-:13])=[O:12])=[C:8]2[C:4]=1[CH2:5][CH2:6][CH2:7]2. The catalyst class is: 9. (8) Reactant: [NH2:1][C:2]1[CH:9]=[CH:8][C:5]([CH2:6][NH2:7])=[CH:4][CH:3]=1.[C:10](O[C:10]([O:12][C:13]([CH3:16])([CH3:15])[CH3:14])=[O:11])([O:12][C:13]([CH3:16])([CH3:15])[CH3:14])=[O:11]. Product: [C:13]([O:12][C:10](=[O:11])[NH:7][CH2:6][C:5]1[CH:8]=[CH:9][C:2]([NH2:1])=[CH:3][CH:4]=1)([CH3:16])([CH3:15])[CH3:14]. The catalyst class is: 5. (9) Reactant: [F:1][C:2]1[CH:7]=[CH:6][C:5]([C@@H:8]2[NH:12][CH:11]([C:13]([OH:15])=[O:14])[CH2:10][S:9]2)=[CH:4][CH:3]=1.CCN(C(C)C)C(C)C.Cl[C:26]([O:28][CH2:29][C:30]1[CH:35]=[CH:34][CH:33]=[CH:32][CH:31]=1)=[O:27]. Product: [CH2:29]([O:28][C:26]([N:12]1[CH:11]([C:13]([OH:15])=[O:14])[CH2:10][S:9][C@@H:8]1[C:5]1[CH:4]=[CH:3][C:2]([F:1])=[CH:7][CH:6]=1)=[O:27])[C:30]1[CH:35]=[CH:34][CH:33]=[CH:32][CH:31]=1. The catalyst class is: 3.